From a dataset of Reaction yield outcomes from USPTO patents with 853,638 reactions. Predict the reaction yield, written as a fraction of the theoretical maximum amount of product (1.0 means a 100% yield; for example, 0.34 means a 34% yield). (1) The reactants are [C:1]([O:5][C:6]([N:8]1[C:16]2[C:11](=[CH:12][C:13]([N+:17]([O-:19])=[O:18])=[CH:14][CH:15]=2)[C:10]([NH2:20])=[N:9]1)=[O:7])([CH3:4])([CH3:3])[CH3:2].[Cl:21][C:22]1[CH:23]=[C:24]([CH:28]=[CH:29][CH:30]=1)[C:25](Cl)=[O:26]. The catalyst is N1C=CC=CC=1.CCOC(C)=O. The product is [C:1]([O:5][C:6]([N:8]1[C:16]2[C:11](=[CH:12][C:13]([N+:17]([O-:19])=[O:18])=[CH:14][CH:15]=2)[C:10]([NH:20][C:25](=[O:26])[C:24]2[CH:28]=[CH:29][CH:30]=[C:22]([Cl:21])[CH:23]=2)=[N:9]1)=[O:7])([CH3:4])([CH3:2])[CH3:3]. The yield is 0.390. (2) The yield is 0.435. The product is [C:25]([O:29][C:30]([NH:32][CH2:33][C:34]([NH:38][CH:39]([CH:44]([OH:46])[CH3:45])[C:40]([O:42][CH3:43])=[O:41])=[O:36])=[O:31])([CH3:26])([CH3:27])[CH3:28]. The reactants are CN(C(ON1N=NC2C=CC=NC1=2)=[N+](C)C)C.F[P-](F)(F)(F)(F)F.[C:25]([O:29][C:30]([NH:32][CH2:33][C:34]([OH:36])=O)=[O:31])([CH3:28])([CH3:27])[CH3:26].Cl.[NH2:38][C@@H:39]([C@H:44]([OH:46])[CH3:45])[C:40]([O:42][CH3:43])=[O:41].CCN(C(C)C)C(C)C. The catalyst is CC(N(C)C)=O.CCOC(C)=O. (3) The reactants are [CH2:1]([O:8][C:9]([N:11]1[C:15]2[CH:16]=[N:17][CH:18]=[C:19]([OH:20])[C:14]=2[C:13]2[CH:21]=[C:22]([Br:25])[CH:23]=[N:24][C:12]1=2)=[O:10])[C:2]1[CH:7]=[CH:6][CH:5]=[CH:4][CH:3]=1.[C:26]([O:30][C:31]([N:33]1[CH2:38][CH2:37][CH:36](O)[CH2:35][CH2:34]1)=[O:32])([CH3:29])([CH3:28])[CH3:27].C1(P(C2C=CC=CC=2)C2C=CC=CC=2)C=CC=CC=1.N(C(OCC)=O)=NC(OCC)=O. The product is [CH2:1]([O:8][C:9]([N:11]1[C:15]2[CH:16]=[N:17][CH:18]=[C:19]([O:20][CH:36]3[CH2:37][CH2:38][N:33]([C:31]([O:30][C:26]([CH3:29])([CH3:28])[CH3:27])=[O:32])[CH2:34][CH2:35]3)[C:14]=2[C:13]2[CH:21]=[C:22]([Br:25])[CH:23]=[N:24][C:12]1=2)=[O:10])[C:2]1[CH:3]=[CH:4][CH:5]=[CH:6][CH:7]=1. The yield is 1.00. The catalyst is C1COCC1. (4) The product is [Br:1][C:2]1[CH:7]=[C:6]([Cl:16])[N:5]=[C:4]2[NH:9][CH:10]=[CH:11][C:3]=12. The yield is 0.890. The catalyst is CN(C)C=O. The reactants are [Br:1][C:2]1[CH:7]=[CH:6][N+:5]([O-])=[C:4]2[NH:9][CH:10]=[CH:11][C:3]=12.CS([Cl:16])(=O)=O. (5) The reactants are [Cl:1][C:2]1[CH:9]=[CH:8][C:5]([NH:6][OH:7])=[CH:4][CH:3]=1.[N:10]([C:13]1[N:18]=[C:17]([O:19][CH2:20][C:21]([F:24])([F:23])[F:22])[CH:16]=[C:15]([O:25][CH2:26][C:27]([F:30])([F:29])[F:28])[N:14]=1)=[C:11]=[O:12]. The catalyst is C1COCC1. The product is [F:24][C:21]([F:22])([F:23])[CH2:20][O:19][C:17]1[CH:16]=[C:15]([O:25][CH2:26][C:27]([F:28])([F:29])[F:30])[N:14]=[C:13]([NH:10][C:11](=[O:12])[N:6]([C:5]2[CH:8]=[CH:9][C:2]([Cl:1])=[CH:3][CH:4]=2)[OH:7])[N:18]=1. The yield is 0.360.